From a dataset of Peptide-MHC class I binding affinity with 185,985 pairs from IEDB/IMGT. Regression. Given a peptide amino acid sequence and an MHC pseudo amino acid sequence, predict their binding affinity value. This is MHC class I binding data. The peptide sequence is EYEWCGQKR. The MHC is H-2-Kd with pseudo-sequence H-2-Kd. The binding affinity (normalized) is 0.115.